From a dataset of Drug-target binding data from BindingDB using IC50 measurements. Regression. Given a target protein amino acid sequence and a drug SMILES string, predict the binding affinity score between them. We predict pIC50 (pIC50 = -log10(IC50 in M); higher means more potent). Dataset: bindingdb_ic50. The small molecule is Cn1c(=O)oc2cc(-n3cc(C(=O)O)c(=O)n([C@@H]4CCc5c4cccc5C(F)(F)F)c3=O)ccc21. The target protein sequence is MLLPALRLLLFLLGSSAEAGKIIGGTECRPHARPYMAYLEIVTPENHLSACSGFLIRRNFVMTAAHCAGRSITVLLGAHNKKVKEDTWQKLEVEKQFPHPKYDDHLVLNDIMLLKLKEKANLTLGVGTLPISAKSNSIPPGRVCRAVGWGRTNVNEPPSDTLQEVKMRILDPQACKHFEDFHQEPQLCVGNPKKIRNVYKGDSGGPLLCAGIAQGIASYVLRNAKPPSVFTRISHYRPWINKILREN. The pIC50 is 8.5.